From a dataset of Full USPTO retrosynthesis dataset with 1.9M reactions from patents (1976-2016). Predict the reactants needed to synthesize the given product. (1) Given the product [Cl:8][C:9]1[C:18]2[C:13](=[CH:14][C:15]([S:19]([NH:1][C:2]3[CH:7]=[CH:6][N:5]=[CH:4][N:3]=3)(=[O:20])=[O:21])=[CH:16][CH:17]=2)[N:12]=[CH:11][CH:10]=1, predict the reactants needed to synthesize it. The reactants are: [NH2:1][C:2]1[CH:7]=[CH:6][N:5]=[CH:4][N:3]=1.[Cl:8][C:9]1[C:18]2[C:13](=[CH:14][C:15]([S:19](OC3C(F)=C(F)C(F)=C(F)C=3F)(=[O:21])=[O:20])=[CH:16][CH:17]=2)[N:12]=[CH:11][CH:10]=1.C[Si]([N-][Si](C)(C)C)(C)C.[Li+]. (2) Given the product [N:6]1[CH:7]=[CH:8][CH:9]=[CH:10][C:5]=1[C:3]1[N:16]=[C:14]([CH2:13][C:11]#[N:12])[S:15][CH:2]=1, predict the reactants needed to synthesize it. The reactants are: Br[CH2:2][C:3]([C:5]1[CH:10]=[CH:9][CH:8]=[CH:7][N:6]=1)=O.[C:11]([CH2:13][C:14]([NH2:16])=[S:15])#[N:12]. (3) Given the product [CH:1]1([C:4]2[CH:5]=[CH:6][C:7]([NH:14][C:15]3[CH:16]=[C:17]4[C:21](=[CH:22][CH:23]=3)[N:20]([CH2:24][C:25]3[CH:30]=[CH:29][C:28]([N:32]5[CH2:37][CH2:36][CH2:35][CH2:34][CH2:33]5)=[CH:27][CH:26]=3)[CH:19]=[CH:18]4)=[C:8]([CH:13]=2)[C:9]([O:11][CH3:12])=[O:10])[CH2:3][CH2:2]1, predict the reactants needed to synthesize it. The reactants are: [CH:1]1([C:4]2[CH:5]=[CH:6][C:7]([NH:14][C:15]3[CH:16]=[C:17]4[C:21](=[CH:22][CH:23]=3)[N:20]([CH2:24][C:25]3[CH:30]=[CH:29][C:28](I)=[CH:27][CH:26]=3)[CH:19]=[CH:18]4)=[C:8]([CH:13]=2)[C:9]([O:11][CH3:12])=[O:10])[CH2:3][CH2:2]1.[NH:32]1[CH2:37][CH2:36][CH2:35][CH2:34][CH2:33]1.C(=O)([O-])[O-].[Cs+].[Cs+]. (4) Given the product [Cl:25][C:26]1[N:31]=[CH:30][N:29]=[C:28]([NH:16][C:15]2[CH:14]=[CH:13][C:12]([N:9]3[CH2:8][CH2:7][N:6]([C:2]4([CH3:1])[CH2:5][O:20][CH2:3]4)[CH2:11][CH2:10]3)=[CH:18][CH:17]=2)[N:27]=1, predict the reactants needed to synthesize it. The reactants are: [CH3:1][C:2]1([N:6]2[CH2:11][CH2:10][N:9]([C:12]3[CH:18]=[CH:17][C:15]([NH2:16])=[CH:14][CH:13]=3)[CH2:8][CH2:7]2)[CH2:5]C[CH2:3]1.C(=O)([O-])[O-:20].[K+].[K+].[Cl:25][C:26]1[N:31]=[C:30](Cl)[N:29]=[CH:28][N:27]=1. (5) Given the product [C:5]([C:4]1[CH:7]=[CH:8][C:9]([N+:10]([O-:12])=[O:11])=[C:2]([CH:3]=1)[CH2:1][NH:32][CH2:33][C:34]([O:36][CH2:37][CH3:38])=[O:35])#[N:6], predict the reactants needed to synthesize it. The reactants are: [CH3:1][C:2]1[CH:3]=[C:4]([CH:7]=[CH:8][C:9]=1[N+:10]([O-:12])=[O:11])[C:5]#[N:6].C1C(C(OO)=O)=CC=CC=1.BrN1C(=O)CCC1=O.Cl.[NH2:32][CH2:33][C:34]([O:36][CH2:37][CH3:38])=[O:35].C(=O)([O-])O.[Na+].